This data is from Forward reaction prediction with 1.9M reactions from USPTO patents (1976-2016). The task is: Predict the product of the given reaction. (1) The product is: [F:32][C:30]([F:31])([F:33])[C:27]1[CH:26]=[CH:25][C:24]([C@@H:21]2[O:20][C@H:19]([C@@H:17]([NH2:14])[CH3:18])[CH2:23][CH2:22]2)=[CH:29][CH:28]=1. Given the reactants CC1N=CN(C2C(=O)N3CC[N:14]([C@H:17]([C@@H:19]4[CH2:23][CH2:22][C@H:21]([C:24]5[CH:29]=[CH:28][C:27]([C:30]([F:33])([F:32])[F:31])=[CH:26][CH:25]=5)[O:20]4)[CH3:18])C(=O)C3=CC=2)C=1, predict the reaction product. (2) Given the reactants [Si]([O:8][C:9]1[CH:33]=[CH:32][C:12]2[N:13]([CH:26]([CH2:30][CH3:31])[C:27]([O-:29])=[O:28])[C:14](=[N:16][C:17](=[O:25])[C:18]3[CH:23]=[CH:22][C:21]([CH3:24])=[CH:20][CH:19]=3)[S:15][C:11]=2[CH:10]=1)(C(C)(C)C)(C)C.[F-].[CH2:35]([N+](CCCC)(CCCC)CCCC)CCC, predict the reaction product. The product is: [OH:8][C:9]1[CH:33]=[CH:32][C:12]2[N:13]([CH:26]([CH2:30][CH3:31])[C:27]([O:29][CH3:35])=[O:28])[C:14](=[N:16][C:17](=[O:25])[C:18]3[CH:23]=[CH:22][C:21]([CH3:24])=[CH:20][CH:19]=3)[S:15][C:11]=2[CH:10]=1. (3) Given the reactants [CH2:1]([OH:23])[CH2:2][CH2:3][CH2:4][CH2:5][CH2:6][CH2:7][CH2:8][CH2:9][CH2:10][CH2:11][CH2:12][CH2:13][CH2:14][CH2:15][CH2:16][CH2:17][CH2:18][CH2:19][CH2:20][CH:21]=[CH2:22].[C:24](OC(=O)C)(=[O:26])[CH3:25], predict the reaction product. The product is: [C:24]([O:23][CH2:1][CH2:2][CH2:3][CH2:4][CH2:5][CH2:6][CH2:7][CH2:8][CH2:9][CH2:10][CH2:11][CH2:12][CH2:13][CH2:14][CH2:15][CH2:16][CH2:17][CH2:18][CH2:19][CH2:20][CH:21]=[CH2:22])(=[O:26])[CH3:25]. (4) Given the reactants C(=[NH:14])(C1C=CC=CC=1)C1C=CC=CC=1.C1(P(C2C=CC=CC=2)C2(P(C3C=CC=CC=3)C3C=CC=CC=3)CC=C3C(C=CC=C3)=C2C2C3C(=CC=CC=3)C=CC=2)C=CC=CC=1.CC(C)([O-])C.[Na+].Cl[C:68]1[C:73]([O:74][CH2:75][O:76][CH3:77])=[CH:72][C:71]([F:78])=[CH:70][N:69]=1, predict the reaction product. The product is: [F:78][C:71]1[CH:72]=[C:73]([O:74][CH2:75][O:76][CH3:77])[C:68]([NH2:14])=[N:69][CH:70]=1. (5) Given the reactants [F:1][C:2]1[CH:3]=[C:4]2[C:9](=[C:10]([O:13][CH3:14])[C:11]=1[F:12])[N:8]([C@@H:15]1[CH2:17][C@@H:16]1[F:18])[CH:7]=[C:6]([C:19]([O:21]CC)=[O:20])[C:5]2=[O:24].Cl, predict the reaction product. The product is: [F:1][C:2]1[CH:3]=[C:4]2[C:9](=[C:10]([O:13][CH3:14])[C:11]=1[F:12])[N:8]([C@@H:15]1[CH2:17][C@@H:16]1[F:18])[CH:7]=[C:6]([C:19]([OH:21])=[O:20])[C:5]2=[O:24]. (6) Given the reactants [Br:1][C:2]1[C:3](Cl)=[N:4][C:5]([Cl:8])=[N:6][CH:7]=1.[NH2:10][C:11]1[CH:16]=[CH:15][CH:14]=[CH:13][C:12]=1[S:17]([NH:20][CH3:21])(=[O:19])=[O:18].C(=O)([O-])[O-].[K+].[K+].[Cl-].[NH4+], predict the reaction product. The product is: [Br:1][C:2]1[C:3]([NH:10][C:11]2[CH:16]=[CH:15][CH:14]=[CH:13][C:12]=2[S:17]([NH:20][CH3:21])(=[O:19])=[O:18])=[N:4][C:5]([Cl:8])=[N:6][CH:7]=1.